This data is from Forward reaction prediction with 1.9M reactions from USPTO patents (1976-2016). The task is: Predict the product of the given reaction. (1) Given the reactants [BH4-].[Li+].[CH2:3]([O:10][C:11]([N:13]1[C:21]2[C:16](=[CH:17][CH:18]=[CH:19][CH:20]=2)[CH2:15][CH:14]1[C:22](OC)=[O:23])=[O:12])[C:4]1[CH:9]=[CH:8][CH:7]=[CH:6][CH:5]=1, predict the reaction product. The product is: [CH2:3]([O:10][C:11]([N:13]1[C:21]2[C:16](=[CH:17][CH:18]=[CH:19][CH:20]=2)[CH2:15][CH:14]1[CH2:22][OH:23])=[O:12])[C:4]1[CH:9]=[CH:8][CH:7]=[CH:6][CH:5]=1. (2) Given the reactants [Cl:1][C:2]1[CH:3]=[C:4]([S:9]([NH:12][CH:13]([C:18]2[CH:23]=[CH:22][CH:21]=[CH:20][CH:19]=2)[CH2:14][C:15]([OH:17])=O)(=[O:11])=[O:10])[CH:5]=[CH:6][C:7]=1[Cl:8].[CH3:24][N:25]([CH3:40])[CH2:26][CH2:27][O:28][C:29]1[CH:30]=[C:31]2[C:36](=[CH:37][CH:38]=1)[CH:35]([NH2:39])[CH2:34][CH2:33][CH2:32]2.C(Cl)CCl.C1C=CC2N(O)N=NC=2C=1, predict the reaction product. The product is: [Cl:1][C:2]1[CH:3]=[C:4]([S:9]([NH:12][CH:13]([C:18]2[CH:23]=[CH:22][CH:21]=[CH:20][CH:19]=2)[CH2:14][C:15]([NH:39][CH:35]2[C:36]3[C:31](=[CH:30][C:29]([O:28][CH2:27][CH2:26][N:25]([CH3:40])[CH3:24])=[CH:38][CH:37]=3)[CH2:32][CH2:33][CH2:34]2)=[O:17])(=[O:11])=[O:10])[CH:5]=[CH:6][C:7]=1[Cl:8]. (3) Given the reactants FC(F)(F)C(O)=O.[NH2:8][C@H:9]([CH2:29][C:30]1[CH:35]=[CH:34][C:33]([O:36][CH3:37])=[CH:32][CH:31]=1)[C:10]([N:12]1[CH2:17][CH2:16][C:15]([CH:23]2[CH2:28][CH2:27][CH2:26][CH2:25][CH2:24]2)([C:18]([O:20][CH2:21][CH3:22])=[O:19])[CH2:14][CH2:13]1)=[O:11].C(N(C(C)C)CC)(C)C.N1C=CC=CC=1O[C:54](=[S:62])OC1C=CC=CN=1, predict the reaction product. The product is: [CH:23]1([C:15]2([C:18]([O:20][CH2:21][CH3:22])=[O:19])[CH2:16][CH2:17][N:12]([C:10](=[O:11])[C@H:9]([N:8]=[C:54]=[S:62])[CH2:29][C:30]3[CH:35]=[CH:34][C:33]([O:36][CH3:37])=[CH:32][CH:31]=3)[CH2:13][CH2:14]2)[CH2:28][CH2:27][CH2:26][CH2:25][CH2:24]1. (4) Given the reactants Cl.[F:2][C:3]1[CH:8]=[CH:7][C:6]([NH:9][NH2:10])=[CH:5][CH:4]=1.[C:11]([CH2:14][C:15](=O)[CH3:16])(=O)[CH3:12], predict the reaction product. The product is: [F:2][C:3]1[CH:8]=[CH:7][C:6]([N:9]2[C:15]([CH3:16])=[CH:14][C:11]([CH3:12])=[N:10]2)=[CH:5][CH:4]=1. (5) Given the reactants [CH3:1][O:2][CH2:3][CH2:4][N:5]1[CH2:10][CH2:9][CH:8]([NH2:11])[CH2:7][CH2:6]1.[NH2:12][C:13]1[C:14]([C:18]2[N:19]([CH2:29][CH3:30])[C:20]3[C:25]([CH:26]=O)=[CH:24][N:23]=[CH:22][C:21]=3[N:28]=2)=[N:15][O:16][N:17]=1, predict the reaction product. The product is: [NH2:12][C:13]1[C:14]([C:18]2[N:19]([CH2:29][CH3:30])[C:20]3[C:25]([CH2:26][NH:11][CH:8]4[CH2:7][CH2:6][N:5]([CH2:4][CH2:3][O:2][CH3:1])[CH2:10][CH2:9]4)=[CH:24][N:23]=[CH:22][C:21]=3[N:28]=2)=[N:15][O:16][N:17]=1. (6) Given the reactants [NH:1]1[CH2:5][CH2:4][CH2:3][CH2:2]1.[C:6]([C:8]1[CH:9]=[C:10]2[C:15](=[CH:16][C:17]=1[O:18][CH2:19][CH:20]1[CH2:22][O:21]1)[N:14]=[CH:13][CH:12]=[C:11]2[O:23][C:24]1[CH:29]=[CH:28][C:27]([NH:30][C:31]([NH:33][C:34]2[S:35][CH:36]=[CH:37][N:38]=2)=[O:32])=[C:26]([F:39])[CH:25]=1)#[N:7], predict the reaction product. The product is: [C:6]([C:8]1[CH:9]=[C:10]2[C:15](=[CH:16][C:17]=1[O:18][CH2:19][CH:20]([OH:21])[CH2:22][N:1]1[CH2:5][CH2:4][CH2:3][CH2:2]1)[N:14]=[CH:13][CH:12]=[C:11]2[O:23][C:24]1[CH:29]=[CH:28][C:27]([NH:30][C:31]([NH:33][C:34]2[S:35][CH:36]=[CH:37][N:38]=2)=[O:32])=[C:26]([F:39])[CH:25]=1)#[N:7].